Dataset: Full USPTO retrosynthesis dataset with 1.9M reactions from patents (1976-2016). Task: Predict the reactants needed to synthesize the given product. (1) The reactants are: [C:1]([O:5][C:6](=[O:17])[NH:7][C@H:8]([C:10]1[CH:15]=[CH:14][C:13](Br)=[CH:12][CH:11]=1)[CH3:9])([CH3:4])([CH3:3])[CH3:2].[CH:18]1([CH2:21][O:22][C:23]2[CH:33]=[CH:32][C:26]([O:27][CH:28]3[CH2:31][NH:30][CH2:29]3)=[CH:25][CH:24]=2)[CH2:20][CH2:19]1. Given the product [C:1]([O:5][C:6](=[O:17])[NH:7][C@H:8]([C:10]1[CH:15]=[CH:14][C:13]([N:30]2[CH2:31][CH:28]([O:27][C:26]3[CH:25]=[CH:24][C:23]([O:22][CH2:21][CH:18]4[CH2:19][CH2:20]4)=[CH:33][CH:32]=3)[CH2:29]2)=[CH:12][CH:11]=1)[CH3:9])([CH3:4])([CH3:3])[CH3:2], predict the reactants needed to synthesize it. (2) Given the product [F:1][C:2]([F:17])([F:18])[C:3]1[CH:16]=[CH:15][C:6]([O:7][C:8]2[CH:9]=[CH:10][C:11]([O:14][C:22](=[O:23])[N:21]([CH2:19][CH3:20])[C:25]3[CH:30]=[CH:29][CH:28]=[CH:27][CH:26]=3)=[CH:12][CH:13]=2)=[CH:5][CH:4]=1, predict the reactants needed to synthesize it. The reactants are: [F:1][C:2]([F:18])([F:17])[C:3]1[CH:16]=[CH:15][C:6]([O:7][C:8]2[CH:13]=[CH:12][C:11]([OH:14])=[CH:10][CH:9]=2)=[CH:5][CH:4]=1.[CH2:19]([N:21]([C:25]1[CH:30]=[CH:29][CH:28]=[CH:27][CH:26]=1)[C:22](Cl)=[O:23])[CH3:20]. (3) Given the product [Cl:13][C:9]1[CH:8]=[C:7]([C:6]2[S:5][C:4]([C:14]([N:16]3[CH2:20][C:19](=[O:21])[NH:18][CH2:17]3)=[O:15])=[CH:3][C:2]=2[C:26]2[CH:27]=[CH:28][C:29]([F:30])=[C:24]([C:22]#[N:23])[CH:25]=2)[CH:12]=[CH:11][CH:10]=1, predict the reactants needed to synthesize it. The reactants are: Br[C:2]1[CH:3]=[C:4]([C:14]([N:16]2[CH2:20][C:19](=[O:21])[NH:18][CH2:17]2)=[O:15])[S:5][C:6]=1[C:7]1[CH:12]=[CH:11][CH:10]=[C:9]([Cl:13])[CH:8]=1.[C:22]([C:24]1[CH:25]=[C:26](B(O)O)[CH:27]=[CH:28][C:29]=1[F:30])#[N:23].C(=O)([O-])[O-].[Cs+].[Cs+].C1(P(C2CCCCC2)C2C=CC=CC=2C2C(C(C)C)=CC(C(C)C)=CC=2C(C)C)CCCCC1.